Regression. Given a peptide amino acid sequence and an MHC pseudo amino acid sequence, predict their binding affinity value. This is MHC class I binding data. From a dataset of Peptide-MHC class I binding affinity with 185,985 pairs from IEDB/IMGT. The peptide sequence is SRRYRCSFA. The MHC is HLA-B08:01 with pseudo-sequence HLA-B08:01. The binding affinity (normalized) is 0.634.